This data is from Forward reaction prediction with 1.9M reactions from USPTO patents (1976-2016). The task is: Predict the product of the given reaction. (1) Given the reactants Br[C:2]1[CH:7]=[CH:6][CH:5]=[CH:4][C:3]=1Br.[CH3:9][O:10][C:11]1[CH:12]=[C:13](B(O)O)[CH:14]=[CH:15][CH:16]=1.[C:20]1(P([C:20]2[CH:25]=[CH:24][CH:23]=[CH:22][CH:21]=2)[C:20]2[CH:25]=[CH:24][CH:23]=[CH:22][CH:21]=2)[CH:25]=[CH:24][CH:23]=[CH:22][CH:21]=1.[C:39](=O)([O-])[O-:40].[Na+].[Na+], predict the reaction product. The product is: [CH3:39][O:40][C:3]1[CH:4]=[C:5]([C:15]2[C:16]([C:20]3[CH:25]=[CH:24][CH:23]=[CH:22][CH:21]=3)=[C:11]([O:10][CH3:9])[CH:12]=[CH:13][CH:14]=2)[CH:6]=[CH:7][CH:2]=1. (2) Given the reactants [F:1][C:2]([F:12])([F:11])[O:3][C:4]1[CH:10]=[CH:9][C:7]([NH2:8])=[CH:6][CH:5]=1.O=[C:14]1[CH2:19][CH2:18][N:17]([C@H:20]([CH3:24])[CH2:21][C:22]#[N:23])[CH2:16][CH2:15]1, predict the reaction product. The product is: [NH2:23][CH2:22][CH2:21][C@H:20]([N:17]1[CH2:18][CH2:19][CH:14]([NH:8][C:7]2[CH:9]=[CH:10][C:4]([O:3][C:2]([F:11])([F:12])[F:1])=[CH:5][CH:6]=2)[CH2:15][CH2:16]1)[CH3:24].